Predict the product of the given reaction. From a dataset of Forward reaction prediction with 1.9M reactions from USPTO patents (1976-2016). (1) Given the reactants O1CCCC1.[F:6][C:7]1[C:16]2[C:11](=[CH:12][CH:13]=[CH:14][CH:15]=2)[C:10]([C:17](=O)[CH3:18])=[CH:9][CH:8]=1.[C:20]([S@:24]([NH2:26])=[O:25])([CH3:23])([CH3:22])[CH3:21].[BH4-].[Na+], predict the reaction product. The product is: [F:6][C:7]1[C:16]2[C:11](=[CH:12][CH:13]=[CH:14][CH:15]=2)[C:10]([C@H:17]([NH:26][S:24]([C:20]([CH3:23])([CH3:22])[CH3:21])=[O:25])[CH3:18])=[CH:9][CH:8]=1. (2) Given the reactants [NH2:1][C:2]1[CH:7]=[CH:6][C:5]([C:8]2[CH:13]=[CH:12][C:11]([C:14]([O:16]C)=[O:15])=[CH:10][CH:9]=2)=[CH:4][C:3]=1[NH:18][C:19](=[O:28])[C:20]1[CH:25]=[CH:24][C:23]([O:26][CH3:27])=[CH:22][CH:21]=1.[OH-].[Na+].O.Cl, predict the reaction product. The product is: [NH2:1][C:2]1[CH:7]=[CH:6][C:5]([C:8]2[CH:9]=[CH:10][C:11]([C:14]([OH:16])=[O:15])=[CH:12][CH:13]=2)=[CH:4][C:3]=1[NH:18][C:19](=[O:28])[C:20]1[CH:25]=[CH:24][C:23]([O:26][CH3:27])=[CH:22][CH:21]=1. (3) Given the reactants [F:1][C:2]1[C:7](I)=[CH:6][CH:5]=[CH:4][N:3]=1.[NH:9]1[CH2:14][CH2:13][O:12][CH2:11][CH2:10]1.C1(P(C2CCCCC2)C2C=CC=CC=2C2C(OC)=CC=CC=2OC)CCCCC1.CC(C)([O-])C.[Na+], predict the reaction product. The product is: [F:1][C:2]1[C:7]([N:9]2[CH2:14][CH2:13][O:12][CH2:11][CH2:10]2)=[CH:6][CH:5]=[CH:4][N:3]=1. (4) Given the reactants [CH:1]1([CH2:6][CH:7]([C:11]2[CH:16]=[CH:15][C:14]([S:17]([C:20]([F:23])([F:22])[F:21])(=[O:19])=[O:18])=[CH:13][CH:12]=2)[C:8]([OH:10])=O)[CH2:5][CH2:4][CH2:3][CH2:2]1.C1(P(C2C=CC=CC=2)C2C=CC=CC=2)C=CC=CC=1.BrN1C(=O)CCC1=O.[NH2:51][C:52]1[CH:57]=[CH:56][CH:55]=[CH:54][N:53]=1, predict the reaction product. The product is: [CH:1]1([CH2:6][CH:7]([C:11]2[CH:16]=[CH:15][C:14]([S:17]([C:20]([F:21])([F:22])[F:23])(=[O:18])=[O:19])=[CH:13][CH:12]=2)[C:8]([NH:51][C:52]2[CH:57]=[CH:56][CH:55]=[CH:54][N:53]=2)=[O:10])[CH2:2][CH2:3][CH2:4][CH2:5]1. (5) Given the reactants [Br:1][C:2]1[CH:3]=[C:4]([CH:9]=[CH:10][C:11]=1[OH:12])[C:5]([O:7][CH3:8])=[O:6].C(=O)([O-])[O-].[K+].[K+].I[CH:20]([CH3:22])[CH3:21], predict the reaction product. The product is: [Br:1][C:2]1[CH:3]=[C:4]([CH:9]=[CH:10][C:11]=1[O:12][CH:20]([CH3:22])[CH3:21])[C:5]([O:7][CH3:8])=[O:6]. (6) Given the reactants [CH2:1]([C:11]1[CH:17]=[C:16]([CH3:18])[C:14]([NH2:15])=[C:13]([CH3:19])[CH:12]=1)[C:2]1[CH:8]=[C:7]([CH3:9])[C:5]([NH2:6])=[C:4]([CH3:10])[CH:3]=1.[N:20]1[CH:25]=[CH:24][CH:23]=[CH:22][C:21]=1[CH:26]=O, predict the reaction product. The product is: [N:20]1[CH:25]=[CH:24][CH:23]=[CH:22][C:21]=1[CH:26]=[N:15][C:14]1[C:13]([CH3:19])=[CH:12][C:11]([CH2:1][C:2]2[CH:3]=[C:4]([CH3:10])[C:5]([N:6]=[CH:26][C:21]3[CH:22]=[CH:23][CH:24]=[CH:25][N:20]=3)=[C:7]([CH3:9])[CH:8]=2)=[CH:17][C:16]=1[CH3:18]. (7) Given the reactants [CH3:1][O:2][C:3]1[CH:8]=[CH:7][C:6]([P:9](Cl)(Cl)=[O:10])=[CH:5][CH:4]=1.[CH3:13][O:14][C:15](=[O:29])[C@@H:16]([CH2:22][C:23]1[CH:28]=[CH:27][CH:26]=[CH:25][CH:24]=1)[NH:17][CH2:18][CH2:19][CH2:20][OH:21], predict the reaction product. The product is: [CH3:1][O:2][C:3]1[CH:8]=[CH:7][C:6]([P:9]2(=[O:10])[N:17]([C@H:16]([CH2:22][C:23]3[CH:24]=[CH:25][CH:26]=[CH:27][CH:28]=3)[C:15]([O:14][CH3:13])=[O:29])[CH2:18][CH2:19][CH2:20][O:21]2)=[CH:5][CH:4]=1. (8) Given the reactants [F:1][C:2]([F:27])([F:26])[O:3][C:4]1[CH:9]=[CH:8][C:7]([C:10]2[CH:18]=[C:17]3[C:13]([C:14]([C:20](=[O:25])[C:21]([O:23]C)=[O:22])=[CH:15][N:16]3[CH3:19])=[CH:12][CH:11]=2)=[CH:6][CH:5]=1.[OH-].[Na+].O.Cl, predict the reaction product. The product is: [CH3:19][N:16]1[C:17]2[C:13](=[CH:12][CH:11]=[C:10]([C:7]3[CH:6]=[CH:5][C:4]([O:3][C:2]([F:1])([F:26])[F:27])=[CH:9][CH:8]=3)[CH:18]=2)[C:14]([C:20](=[O:25])[C:21]([OH:23])=[O:22])=[CH:15]1.